From a dataset of Forward reaction prediction with 1.9M reactions from USPTO patents (1976-2016). Predict the product of the given reaction. (1) Given the reactants [C:1]([NH:4][C:5]1[CH:10]=[CH:9][C:8]([C:11](=[C:25]2[CH2:30][CH2:29][N:28]([CH2:31]C3C=CC=CN=3)[CH2:27][CH2:26]2)[C:12]2[CH:24]=[CH:23][C:15]([C:16]([N:18]([CH2:21][CH3:22])[CH2:19][CH3:20])=[O:17])=[CH:14][CH:13]=2)=[CH:7][CH:6]=1)(=[O:3])[CH3:2].C(NC1C=CC(C(=[C:62]2[CH2:67][CH2:66][NH:65][CH2:64][CH2:63]2)C2C=CC(C(N(CC)CC)=O)=CC=2)=CC=1)(=O)C.N1C=CC(C=O)=CC=1, predict the reaction product. The product is: [C:1]([NH:4][C:5]1[CH:6]=[CH:7][C:8]([C:11](=[C:25]2[CH2:26][CH2:27][N:28]([CH2:31][C:62]3[CH:67]=[CH:66][N:65]=[CH:64][CH:63]=3)[CH2:29][CH2:30]2)[C:12]2[CH:24]=[CH:23][C:15]([C:16]([N:18]([CH2:19][CH3:20])[CH2:21][CH3:22])=[O:17])=[CH:14][CH:13]=2)=[CH:9][CH:10]=1)(=[O:3])[CH3:2]. (2) The product is: [C:1]1([C:7]2[N:12]=[C:11]([C:13](=[O:14])[CH2:30][CH3:31])[CH:10]=[CH:9][C:8]=2[C:18]2[CH:19]=[CH:20][C:21]([C:24]([F:27])([F:26])[F:25])=[CH:22][CH:23]=2)[CH:2]=[CH:3][CH:4]=[CH:5][CH:6]=1. Given the reactants [C:1]1([C:7]2[N:12]=[C:11]([C:13](OCC)=[O:14])[CH:10]=[CH:9][C:8]=2[C:18]2[CH:23]=[CH:22][C:21]([C:24]([F:27])([F:26])[F:25])=[CH:20][CH:19]=2)[CH:6]=[CH:5][CH:4]=[CH:3][CH:2]=1.CN[CH2:30][CH2:31]NC.C([Al](CC)CC)C, predict the reaction product. (3) Given the reactants [CH2:1]([O:8][CH2:9][C@@H:10]([C:31](OC)=[O:32])[NH:11][C:12]([C:25]1[CH:30]=[CH:29][CH:28]=[CH:27][CH:26]=1)([C:19]1[CH:24]=[CH:23][CH:22]=[CH:21][CH:20]=1)[C:13]1[CH:18]=[CH:17][CH:16]=[CH:15][CH:14]=1)[C:2]1[CH:7]=[CH:6][CH:5]=[CH:4][CH:3]=1.[H-].[Al+3].[Li+].[H-].[H-].[H-].O.[OH-].[Na+], predict the reaction product. The product is: [CH2:1]([O:8][CH2:9][C@H:10]([NH:11][C:12]([C:25]1[CH:30]=[CH:29][CH:28]=[CH:27][CH:26]=1)([C:19]1[CH:20]=[CH:21][CH:22]=[CH:23][CH:24]=1)[C:13]1[CH:14]=[CH:15][CH:16]=[CH:17][CH:18]=1)[CH2:31][OH:32])[C:2]1[CH:3]=[CH:4][CH:5]=[CH:6][CH:7]=1.